From a dataset of Full USPTO retrosynthesis dataset with 1.9M reactions from patents (1976-2016). Predict the reactants needed to synthesize the given product. (1) Given the product [O:1]1[CH2:6][CH2:5][CH2:4][CH2:3][CH:2]1[O:7][C@H:8]1[C@H:12]2[O:13][CH2:14][C@@H:15]([O:16][C:25](=[O:26])[CH2:24][CH2:23][CH2:22][C@H:21]([O:20][N+:17]([O-:19])=[O:18])[CH2:28][O:29][N+:30]([O-:32])=[O:31])[C@H:11]2[O:10][CH2:9]1, predict the reactants needed to synthesize it. The reactants are: [O:1]1[CH2:6][CH2:5][CH2:4][CH2:3][CH:2]1[O:7][C@H:8]1[C@H:12]2[O:13][CH2:14][C@@H:15]([OH:16])[C@H:11]2[O:10][CH2:9]1.[N+:17]([O:20][C@H:21]([CH2:28][O:29][N+:30]([O-:32])=[O:31])[CH2:22][CH2:23][CH2:24][C:25](O)=[O:26])([O-:19])=[O:18].CCN=C=NCCCN(C)C. (2) Given the product [CH2:61]([O:23][C:22]([C:21]1[N:20]=[C:19]([C:25]([F:27])([F:28])[F:26])[N:16]2[CH2:17][CH2:18][N:13]([C:11](=[O:12])[CH2:10][C@H:9]([NH:8][C:6]([O:5][C:1]([CH3:4])([CH3:2])[CH3:3])=[O:7])[CH2:29][C:30]3[CH:35]=[C:34]([F:36])[C:33]([F:37])=[CH:32][C:31]=3[F:38])[CH2:14][C:15]=12)=[O:24])[C:62]1[CH:67]=[CH:66][CH:65]=[CH:64][CH:63]=1, predict the reactants needed to synthesize it. The reactants are: [C:1]([O:5][C:6]([NH:8][C@H:9]([CH2:29][C:30]1[CH:35]=[C:34]([F:36])[C:33]([F:37])=[CH:32][C:31]=1[F:38])[CH2:10][C:11]([N:13]1[CH2:18][CH2:17][N:16]2[C:19]([C:25]([F:28])([F:27])[F:26])=[N:20][C:21]([C:22]([OH:24])=[O:23])=[C:15]2[CH2:14]1)=[O:12])=[O:7])([CH3:4])([CH3:3])[CH3:2].ON1C2C=CC=CC=2N=N1.Cl.CN(C)CCCN=C=NCC.[CH2:61](O)[C:62]1[CH:67]=[CH:66][CH:65]=[CH:64][CH:63]=1. (3) Given the product [NH:1]([C:8]1[S:9][C:10]([C:13]([NH:45][CH2:38][C:39]2[CH:44]=[CH:43][CH:42]=[CH:41][CH:40]=2)=[O:15])=[CH:11][N:12]=1)[C:2]1[CH:3]=[CH:4][CH:5]=[CH:6][CH:7]=1, predict the reactants needed to synthesize it. The reactants are: [NH:1]([C:8]1[S:9][C:10]([C:13]([OH:15])=O)=[CH:11][N:12]=1)[C:2]1[CH:7]=[CH:6][CH:5]=[CH:4][CH:3]=1.Cl.CN(C)CCCN=C=NCC.ON1C2N=CC=CC=2N=N1.[CH2:38]([NH2:45])[C:39]1[CH:44]=[CH:43][CH:42]=[CH:41][CH:40]=1.